This data is from Catalyst prediction with 721,799 reactions and 888 catalyst types from USPTO. The task is: Predict which catalyst facilitates the given reaction. (1) Reactant: C[O:2][C:3]([C:5]1[N:14]=[C:13]2[N:7]([CH2:8][CH2:9][O:10][C:11]3[CH:18]=[C:17]([Cl:19])[CH:16]=[CH:15][C:12]=32)[N:6]=1)=[O:4].CO.O.[Li+].[OH-]. Product: [Cl:19][C:17]1[CH:16]=[CH:15][C:12]2[C:13]3[N:7]([N:6]=[C:5]([C:3]([OH:4])=[O:2])[N:14]=3)[CH2:8][CH2:9][O:10][C:11]=2[CH:18]=1. The catalyst class is: 1. (2) Reactant: [CH2:1]([O:8][C:9]1[CH:14]=[CH:13][N:12]=[CH:11][C:10]=1[N+:15]([O-])=O)[C:2]1[CH:7]=[CH:6][CH:5]=[CH:4][CH:3]=1.C(O)(=O)C. Product: [CH2:1]([O:8][C:9]1[CH:14]=[CH:13][N:12]=[CH:11][C:10]=1[NH2:15])[C:2]1[CH:3]=[CH:4][CH:5]=[CH:6][CH:7]=1. The catalyst class is: 401. (3) Reactant: Cl[C:2]1[N:7]=[C:6]([NH:8][C:9]2[N:10]=[C:11]3[CH:16]=[CH:15][C:14]([O:17][C:18]4[CH:19]=[C:20]([NH:24][C:25](=[O:36])[C:26]5[CH:31]=[CH:30][CH:29]=[C:28]([C:32]([F:35])([F:34])[F:33])[CH:27]=5)[CH:21]=[CH:22][CH:23]=4)=[N:13][N:12]3[CH:37]=2)[CH:5]=[CH:4][N:3]=1.[CH3:38][NH2:39].O1CCCC1.C(O)C. Product: [CH3:38][NH:39][C:2]1[N:7]=[C:6]([NH:8][C:9]2[N:10]=[C:11]3[CH:16]=[CH:15][C:14]([O:17][C:18]4[CH:19]=[C:20]([NH:24][C:25](=[O:36])[C:26]5[CH:31]=[CH:30][CH:29]=[C:28]([C:32]([F:34])([F:35])[F:33])[CH:27]=5)[CH:21]=[CH:22][CH:23]=4)=[N:13][N:12]3[CH:37]=2)[CH:5]=[CH:4][N:3]=1. The catalyst class is: 13. (4) The catalyst class is: 193. Reactant: [CH3:1][O:2][C:3]1[CH:8]=[CH:7][C:6]([C:9]2[C:18]([C:19]3[CH:24]=[CH:23][C:22]([O:25][CH3:26])=[CH:21][CH:20]=3)=[N:17][C:16]3[C:11](=[CH:12][CH:13]=[C:14]([N:27](S(C)(=O)=O)[S:28]([CH3:31])(=[O:30])=[O:29])[CH:15]=3)[N:10]=2)=[CH:5][CH:4]=1.O[Li].O.[OH-].[Na+].Cl. Product: [CH3:1][O:2][C:3]1[CH:4]=[CH:5][C:6]([C:9]2[C:18]([C:19]3[CH:24]=[CH:23][C:22]([O:25][CH3:26])=[CH:21][CH:20]=3)=[N:17][C:16]3[C:11](=[CH:12][CH:13]=[C:14]([NH:27][S:28]([CH3:31])(=[O:30])=[O:29])[CH:15]=3)[N:10]=2)=[CH:7][CH:8]=1. (5) Reactant: [F:1][C:2]1[CH:3]=[C:4]2[C:9](=[CH:10][C:11]=1[OH:12])[N:8]=[C:7]([CH3:13])[CH:6]=[CH:5]2.C(=O)([O-])[O-].[K+].[K+].Br[CH2:21][CH3:22]. Product: [CH2:21]([O:12][C:11]1[CH:10]=[C:9]2[C:4]([CH:5]=[CH:6][C:7]([CH3:13])=[N:8]2)=[CH:3][C:2]=1[F:1])[CH3:22]. The catalyst class is: 21.